From a dataset of Catalyst prediction with 721,799 reactions and 888 catalyst types from USPTO. Predict which catalyst facilitates the given reaction. (1) Reactant: [CH3:1][C@@:2]12[C:9]([CH3:11])([CH3:10])[CH:6]([CH2:7][CH2:8]1)[C:5](=[O:12])[CH2:4][C:3]2=[O:13].C(N(CC)CC)C.[CH3:21][N:22]([CH3:32])[C:23]1[CH:28]=[CH:27][C:26]([N:29]=[C:30]=[O:31])=[CH:25][CH:24]=1.Cl. Product: [CH3:21][N:22]([CH3:32])[C:23]1[CH:28]=[CH:27][C:26]([NH:29][C:30]([CH:4]2[C:5](=[O:12])[CH:6]3[C:9]([CH3:10])([CH3:11])[C@:2]([CH3:1])([CH2:8][CH2:7]3)[C:3]2=[O:13])=[O:31])=[CH:25][CH:24]=1. The catalyst class is: 119. (2) Reactant: [CH3:1][O:2][C:3](=[O:21])[C:4]1[CH:9]=[C:8]([C:10]2[CH:15]=[C:14](Cl)[N:13]=[C:12]([NH2:17])[N:11]=2)[C:7]([CH3:18])=[CH:6][C:5]=1[O:19][CH3:20].[OH:22][C:23]1[CH:24]=[C:25]([SH:29])[CH:26]=[CH:27][CH:28]=1.[CH3:30]N(C)C=O.C(N(CC)CC)C. Product: [CH3:1][O:2][C:3](=[O:21])[C:4]1[CH:9]=[C:8]([C:10]2[CH:15]=[C:14]([S:29][C:25]3[CH:26]=[CH:27][CH:28]=[C:23]([OH:22])[CH:24]=3)[N:13]=[C:12]([NH2:17])[N:11]=2)[C:7]([CH3:18])=[CH:6][C:5]=1[O:19][CH2:20][CH3:30]. The catalyst class is: 13. (3) Reactant: [F:1][C:2]1[CH:7]=[CH:6][C:5]([C:8]2[CH:9]=[N:10][C:11]3[C:16]([CH:17]=2)=[CH:15][CH:14]=[CH:13][CH:12]=3)=[CH:4][CH:3]=1.OCC1(OC[C@@H](O)[C@@H](O)[C@H]1O)O. Product: [F:1][C:2]1[CH:3]=[CH:4][C:5]([CH:8]2[CH2:17][C:16]3[C:11](=[CH:12][CH:13]=[CH:14][CH:15]=3)[NH:10][CH2:9]2)=[CH:6][CH:7]=1. The catalyst class is: 810. (4) Reactant: O.[NH2:2]N.[F:4][C:5]([F:12])([F:11])[C:6](OCC)=O.C(O)(=O)C.[CH:17]([NH2:19])=[NH:18]. Product: [F:4][C:5]([F:12])([F:11])[C:6]1[N:19]=[CH:17][NH:18][N:2]=1. The catalyst class is: 14. (5) Reactant: C(OC([N:8]1[CH2:12][CH2:11][C@H:10]([C@@H:13]([OH:18])[CH2:14][S:15][CH2:16][CH3:17])[CH2:9]1)=O)(C)(C)C.[H-].[Na+].[Cl:21][C:22]1[CH:27]=[CH:26][CH:25]=[C:24](F)[C:23]=1[C:29]([F:32])([F:31])[F:30].CCO. Product: [Cl:21][C:22]1[C:23]([C:29]([F:30])([F:31])[F:32])=[C:24]([CH:25]=[CH:26][CH:27]=1)[O:18][C@H:13]([C@H:10]1[CH2:11][CH2:12][NH:8][CH2:9]1)[CH2:14][S:15][CH2:16][CH3:17]. The catalyst class is: 517.